From a dataset of Catalyst prediction with 721,799 reactions and 888 catalyst types from USPTO. Predict which catalyst facilitates the given reaction. (1) Reactant: C(N[C:5]1[N:6]=[C:7](C2N=CNN=2)[C:8]2[N:14]=[C:13]([C:15]3[CH:20]=[CH:19][C:18]([F:21])=[CH:17][CH:16]=3)[CH:12]=[CH:11][C:9]=2[N:10]=1)(=O)C.C1(C)C=CC=C(NC(C2CCNCC2)=O)C=1. Product: [F:21][C:18]1[CH:17]=[CH:16][C:15]([C:13]2[CH:12]=[CH:11][C:9]3[N:10]=[CH:5][N:6]=[CH:7][C:8]=3[N:14]=2)=[CH:20][CH:19]=1. The catalyst class is: 12. (2) Reactant: [CH:1]12[CH2:6][CH:5]1[CH2:4][C:3](=[O:7])[CH2:2]2.[Li+].CC([N-]C(C)C)C.[F:16][C:17]([F:24])([F:23])[C:18](OCC)=[O:19]. Product: [F:16][C:17]([F:24])([F:23])[C:18]([CH:4]1[C:3](=[O:7])[CH2:2][CH:1]2[CH:5]1[CH2:6]2)=[O:19]. The catalyst class is: 1. (3) Reactant: ICCCCOC1CCCCO1.[CH3:13][C:14]1[N:15]([CH2:34][CH2:35][CH2:36][CH2:37][O:38]C2CCCCO2)[C:16]([CH3:33])=[C:17]([C:24]2[CH:29]=[CH:28][C:27]([N+:30]([O-:32])=[O:31])=[CH:26][CH:25]=2)[C:18]=1[C:19]([O:21][CH2:22][CH3:23])=[O:20].Cl.C(=O)(O)[O-].[Na+]. Product: [OH:38][CH2:37][CH2:36][CH2:35][CH2:34][N:15]1[C:16]([CH3:33])=[C:17]([C:24]2[CH:29]=[CH:28][C:27]([N+:30]([O-:32])=[O:31])=[CH:26][CH:25]=2)[C:18]([C:19]([O:21][CH2:22][CH3:23])=[O:20])=[C:14]1[CH3:13]. The catalyst class is: 5. (4) Product: [CH3:1][O:2][C:3]([C:5]1[C:6](=[O:23])[NH:7][C:8]2[C:13]([C:14]=1[C:15]1[CH:20]=[CH:19][CH:18]=[CH:17][CH:16]=1)=[CH:12][C:11]([CH2:24][CH3:25])=[CH:10][C:9]=2[CH3:22])=[O:4]. Reactant: [CH3:1][O:2][C:3]([C:5]1[C:6](=[O:23])[NH:7][C:8]2[C:13]([C:14]=1[C:15]1[CH:20]=[CH:19][CH:18]=[CH:17][CH:16]=1)=[CH:12][C:11](Br)=[CH:10][C:9]=2[CH3:22])=[O:4].[CH2:24](B(CC)CC)[CH3:25].C(=O)([O-])[O-].[K+].[K+].O. The catalyst class is: 3. (5) Reactant: [H-].[Al+3].[Li+].[H-].[H-].[H-].C1COCC1.CO[N:14]=[CH:15][C:16]1[CH:21]=[CH:20][CH:19]=[C:18]([O:22][CH2:23][CH2:24][C:25]2[CH:30]=[CH:29][CH:28]=[CH:27][CH:26]=2)[CH:17]=1.[OH-].[Na+]. Product: [C:25]1([CH2:24][CH2:23][O:22][C:18]2[CH:17]=[C:16]([CH:21]=[CH:20][CH:19]=2)[CH2:15][NH2:14])[CH:26]=[CH:27][CH:28]=[CH:29][CH:30]=1. The catalyst class is: 6. (6) Reactant: [CH3:1][O:2][C:3]([CH:5]1[CH2:8][N:7]([C:9]2[CH:14]=[CH:13][C:12]([CH:15]=[N:16][OH:17])=[CH:11][CH:10]=2)[CH2:6]1)=[O:4].ClN1C(=O)CCC1=O.C(=O)([O-])O.[K+].[Cl:31][C:32]1[CH:37]=[C:36]([C:38]([C:40]([F:43])([F:42])[F:41])=[CH2:39])[CH:35]=[C:34]([Cl:44])[C:33]=1[Cl:45]. Product: [CH3:1][O:2][C:3]([CH:5]1[CH2:8][N:7]([C:9]2[CH:14]=[CH:13][C:12]([C:15]3[CH2:39][C:38]([C:36]4[CH:35]=[C:34]([Cl:44])[C:33]([Cl:45])=[C:32]([Cl:31])[CH:37]=4)([C:40]([F:43])([F:42])[F:41])[O:17][N:16]=3)=[CH:11][CH:10]=2)[CH2:6]1)=[O:4]. The catalyst class is: 3. (7) Reactant: [OH:1][C:2]1[CH:7]=[C:6]([CH3:8])[O:5][C:4](=[O:9])[CH:3]=1.[C:10](Cl)(=[O:12])[CH3:11]. The catalyst class is: 55. Product: [C:10]([C:3]1[C:4](=[O:9])[O:5][C:6]([CH3:8])=[CH:7][C:2]=1[OH:1])(=[O:12])[CH3:11]. (8) Reactant: [CH3:1][C:2]1[C:3]([C:12]([OH:14])=O)=[CH:4][CH:5]=[C:6]2[C:11]=1[N:10]=[CH:9][CH:8]=[CH:7]2.CN(C(ON1N=NC2C=CC=NC1=2)=[N+](C)C)C.F[P-](F)(F)(F)(F)F.[F:39][C:40]([F:58])([F:57])[O:41][C:42]1[CH:47]=[CH:46][C:45]([S:48]([N:51]2[CH2:56][CH2:55][NH:54][CH2:53][CH2:52]2)(=[O:50])=[O:49])=[CH:44][CH:43]=1.CCN(C(C)C)C(C)C. Product: [CH3:1][C:2]1[C:3]([C:12]([N:54]2[CH2:53][CH2:52][N:51]([S:48]([C:45]3[CH:46]=[CH:47][C:42]([O:41][C:40]([F:57])([F:58])[F:39])=[CH:43][CH:44]=3)(=[O:49])=[O:50])[CH2:56][CH2:55]2)=[O:14])=[CH:4][CH:5]=[C:6]2[C:11]=1[N:10]=[CH:9][CH:8]=[CH:7]2. The catalyst class is: 9. (9) Reactant: [CH3:1][N:2]1[C:7]([C:8]([F:11])([F:10])[F:9])=[CH:6][C:5](=[O:12])[N:4]([C:13]2[CH:14]=[CH:15][C:16]3[S:20][N:19]=[C:18]([C:21](=[O:25])[C:22]([O-])=[O:23])[C:17]=3[CH:26]=2)[C:3]1=[O:27].CO[CH2:30][CH2:31]O. Product: [OH:25][C:21]1([C:18]2[C:17]3[CH:26]=[C:13]([N:4]4[C:5](=[O:12])[CH:6]=[C:7]([C:8]([F:11])([F:9])[F:10])[N:2]([CH3:1])[C:3]4=[O:27])[CH:14]=[CH:15][C:16]=3[S:20][N:19]=2)[C:22](=[O:23])[NH:4][C:3]([C:31]2[CH:30]=[CH:8][CH:7]=[CH:6][CH:5]=2)=[N:2]1. The catalyst class is: 6.